Dataset: NCI-60 drug combinations with 297,098 pairs across 59 cell lines. Task: Regression. Given two drug SMILES strings and cell line genomic features, predict the synergy score measuring deviation from expected non-interaction effect. (1) Cell line: DU-145. Drug 1: C1CN1P(=S)(N2CC2)N3CC3. Drug 2: CCN(CC)CCCC(C)NC1=C2C=C(C=CC2=NC3=C1C=CC(=C3)Cl)OC. Synergy scores: CSS=28.7, Synergy_ZIP=-10.9, Synergy_Bliss=0.0856, Synergy_Loewe=-5.31, Synergy_HSA=-0.370. (2) Drug 1: CCCS(=O)(=O)NC1=C(C(=C(C=C1)F)C(=O)C2=CNC3=C2C=C(C=N3)C4=CC=C(C=C4)Cl)F. Drug 2: COCCOC1=C(C=C2C(=C1)C(=NC=N2)NC3=CC=CC(=C3)C#C)OCCOC.Cl. Cell line: MDA-MB-435. Synergy scores: CSS=19.9, Synergy_ZIP=1.28, Synergy_Bliss=2.13, Synergy_Loewe=-7.87, Synergy_HSA=-0.383. (3) Drug 1: C1CCC(C1)C(CC#N)N2C=C(C=N2)C3=C4C=CNC4=NC=N3. Drug 2: C(CN)CNCCSP(=O)(O)O. Cell line: SF-295. Synergy scores: CSS=-0.0520, Synergy_ZIP=-1.39, Synergy_Bliss=-3.21, Synergy_Loewe=-4.15, Synergy_HSA=-3.16. (4) Drug 1: CC1=C(C=C(C=C1)NC2=NC=CC(=N2)N(C)C3=CC4=NN(C(=C4C=C3)C)C)S(=O)(=O)N.Cl. Drug 2: CNC(=O)C1=NC=CC(=C1)OC2=CC=C(C=C2)NC(=O)NC3=CC(=C(C=C3)Cl)C(F)(F)F. Cell line: SR. Synergy scores: CSS=55.0, Synergy_ZIP=-1.72, Synergy_Bliss=-3.49, Synergy_Loewe=-0.375, Synergy_HSA=-1.11. (5) Synergy scores: CSS=26.7, Synergy_ZIP=-6.45, Synergy_Bliss=-1.05, Synergy_Loewe=0.100, Synergy_HSA=-0.112. Cell line: DU-145. Drug 2: C1CCC(C(C1)N)N.C(=O)(C(=O)[O-])[O-].[Pt+4]. Drug 1: CCC1(CC2CC(C3=C(CCN(C2)C1)C4=CC=CC=C4N3)(C5=C(C=C6C(=C5)C78CCN9C7C(C=CC9)(C(C(C8N6C)(C(=O)OC)O)OC(=O)C)CC)OC)C(=O)OC)O.OS(=O)(=O)O. (6) Drug 1: CN(C)C1=NC(=NC(=N1)N(C)C)N(C)C. Drug 2: C1=NNC2=C1C(=O)NC=N2. Cell line: SN12C. Synergy scores: CSS=-5.57, Synergy_ZIP=0.314, Synergy_Bliss=-4.63, Synergy_Loewe=-6.15, Synergy_HSA=-6.00. (7) Drug 1: CC1CCC2CC(C(=CC=CC=CC(CC(C(=O)C(C(C(=CC(C(=O)CC(OC(=O)C3CCCCN3C(=O)C(=O)C1(O2)O)C(C)CC4CCC(C(C4)OC)OCCO)C)C)O)OC)C)C)C)OC. Drug 2: CS(=O)(=O)CCNCC1=CC=C(O1)C2=CC3=C(C=C2)N=CN=C3NC4=CC(=C(C=C4)OCC5=CC(=CC=C5)F)Cl. Cell line: MOLT-4. Synergy scores: CSS=15.4, Synergy_ZIP=9.73, Synergy_Bliss=3.78, Synergy_Loewe=-4.93, Synergy_HSA=-4.82. (8) Drug 1: C1CC(C1)(C2=CC=C(C=C2)C3=C(C=C4C(=N3)C=CN5C4=NNC5=O)C6=CC=CC=C6)N. Drug 2: CC1CCC2CC(C(=CC=CC=CC(CC(C(=O)C(C(C(=CC(C(=O)CC(OC(=O)C3CCCCN3C(=O)C(=O)C1(O2)O)C(C)CC4CCC(C(C4)OC)OP(=O)(C)C)C)C)O)OC)C)C)C)OC. Cell line: SW-620. Synergy scores: CSS=18.7, Synergy_ZIP=-3.48, Synergy_Bliss=-0.280, Synergy_Loewe=4.07, Synergy_HSA=5.59.